Task: Predict the reactants needed to synthesize the given product.. Dataset: Full USPTO retrosynthesis dataset with 1.9M reactions from patents (1976-2016) (1) Given the product [CH2:1]([N:8]([C@H:37]([CH:39]1[CH2:40][CH2:41]1)[CH3:38])[C:9](=[O:36])[CH2:10][N:11]1[C:15](=[O:16])[C@@:14]2([C:24]3[C:19](=[CH:20][C:21]([C:25]([OH:27])=[O:26])=[CH:22][CH:23]=3)[CH2:18][CH2:17]2)[O:13][C:12]1=[O:35])[C:2]1[CH:3]=[CH:4][CH:5]=[CH:6][CH:7]=1, predict the reactants needed to synthesize it. The reactants are: [CH2:1]([N:8]([C@H:37]([CH:39]1[CH2:41][CH2:40]1)[CH3:38])[C:9](=[O:36])[CH2:10][N:11]1[C:15](=[O:16])[C@@:14]2([C:24]3[C:19](=[CH:20][C:21]([C:25]([O:27]CC4C=CC=CC=4)=[O:26])=[CH:22][CH:23]=3)[CH2:18][CH2:17]2)[O:13][C:12]1=[O:35])[C:2]1[CH:7]=[CH:6][CH:5]=[CH:4][CH:3]=1.[H][H]. (2) Given the product [CH3:59][O:60][C:61](=[O:65])[C@@H:62]([NH:63][C:14](=[O:16])[CH2:13][CH2:12][CH2:11][C:10]1[N:2]([CH3:1])[C:3]2[CH:4]=[CH:5][C:6]([N:17]([CH2:21][CH2:22][Cl:23])[CH2:18][CH2:19][Cl:20])=[CH:7][C:8]=2[N:9]=1)[CH3:64], predict the reactants needed to synthesize it. The reactants are: [CH3:1][N:2]1[C:10]([CH2:11][CH2:12][CH2:13][C:14]([OH:16])=O)=[N:9][C:8]2[CH:7]=[C:6]([N:17]([CH2:21][CH2:22][Cl:23])[CH2:18][CH2:19][Cl:20])[CH:5]=[CH:4][C:3]1=2.Cl.CN(C(ON1N=NC2C=CC=NC1=2)=[N+](C)C)C.F[P-](F)(F)(F)(F)F.CCN(C(C)C)C(C)C.Cl.[CH3:59][O:60][C:61](=[O:65])[C@H:62]([CH3:64])[NH2:63]. (3) Given the product [C:21]([C:7]1[CH:8]=[C:9]2[C:4](=[CH:5][CH:6]=1)[C:28]([OH:31])=[C:2]([NH2:1])[CH:11]=[CH:10]2)([O:23][C:24]([CH3:25])([CH3:26])[CH3:27])=[O:22], predict the reactants needed to synthesize it. The reactants are: [NH2:1][C:2]1C=[C:4]2[C:9](=[CH:10][CH:11]=1)[C:8](O)=[CH:7][CH:6]=[CH:5]2.[CH3:25][C:24]([O:23][C:21](O[C:21]([O:23][C:24]([CH3:27])([CH3:26])[CH3:25])=[O:22])=[O:22])([CH3:27])[CH3:26].[C:28]([O-:31])(O)=O.[Na+]. (4) Given the product [Cl:15][C:14]1[CH:13]=[N+:12]([O-:16])[CH:11]=[C:10]([Cl:17])[C:9]=1[CH2:8][C@@H:7]([C:18]1[CH:23]=[CH:22][C:21]([O:24][CH:25]([F:27])[F:26])=[C:20]([O:28][CH2:29][CH:30]2[CH2:32][CH2:31]2)[CH:19]=1)[O:6][C:4](=[O:5])[C@@H:3]([NH:2][S:46]([CH3:45])(=[O:48])=[O:47])[CH2:33][C:34]1[CH:35]=[CH:36][C:37]([O:40][S:41]([CH3:44])(=[O:42])=[O:43])=[CH:38][CH:39]=1, predict the reactants needed to synthesize it. The reactants are: Cl.[NH2:2][C@@H:3]([CH2:33][C:34]1[CH:39]=[CH:38][C:37]([O:40][S:41]([CH3:44])(=[O:43])=[O:42])=[CH:36][CH:35]=1)[C:4]([O:6][C@H:7]([C:18]1[CH:23]=[CH:22][C:21]([O:24][CH:25]([F:27])[F:26])=[C:20]([O:28][CH2:29][CH:30]2[CH2:32][CH2:31]2)[CH:19]=1)[CH2:8][C:9]1[C:14]([Cl:15])=[CH:13][N+:12]([O-:16])=[CH:11][C:10]=1[Cl:17])=[O:5].[CH3:45][S:46](Cl)(=[O:48])=[O:47]. (5) The reactants are: [CH:1]([S:4]([C:7]1[CH:12]=[CH:11][C:10]([C:13]2[N:14]=[C:15]3[C:21]([C:22]#[C:23][Si](C)(C)C)=[CH:20][N:19](S(C4C=CC(C)=CC=4)(=O)=O)[C:16]3=[N:17][CH:18]=2)=[CH:9][CH:8]=1)(=[O:6])=[O:5])([CH3:3])[CH3:2].O.O.O.[F-].C([N+](CCCC)(CCCC)CCCC)CCC. Given the product [C:22]([C:21]1[C:15]2[C:16](=[N:17][CH:18]=[C:13]([C:10]3[CH:9]=[CH:8][C:7]([S:4]([CH:1]([CH3:3])[CH3:2])(=[O:6])=[O:5])=[CH:12][CH:11]=3)[N:14]=2)[NH:19][CH:20]=1)#[CH:23], predict the reactants needed to synthesize it. (6) Given the product [OH:25][C:5]1[N:4]=[CH:3][C:2]([C:18]2[CH:19]=[C:20]([NH2:21])[CH:22]=[CH:23][CH:24]=2)=[CH:7][CH:6]=1, predict the reactants needed to synthesize it. The reactants are: O[C:2]1[CH:3]=[N:4][CH:5]=[C:6](B2OC(C)(C)C(C)(C)O2)[CH:7]=1.Br[C:18]1[CH:19]=[C:20]([CH:22]=[CH:23][CH:24]=1)[NH2:21].[O-:25]P([O-])([O-])=O.[K+].[K+].[K+].C1(P(C2CCCCC2)C2CCCCC2)CCCCC1.